From a dataset of Full USPTO retrosynthesis dataset with 1.9M reactions from patents (1976-2016). Predict the reactants needed to synthesize the given product. (1) Given the product [S:19]1[CH:15]=[CH:16][CH:17]=[C:18]1[C:6]1[CH:5]=[CH:4][N:3]=[CH:2][N:7]=1, predict the reactants needed to synthesize it. The reactants are: Cl[C:2]1[N:7]=[C:6](Cl)[CH:5]=[CH:4][N:3]=1.[Br-].O1CCOC1[C:15]1[S:19][C:18]([Zn+])=[CH:17][CH:16]=1. (2) Given the product [C:38]([C:40]1[CH:45]=[CH:44][C:43]([CH:46]([C:61]2[C:62](=[O:73])[CH2:63][CH:64]([C:68]3[S:69][CH:70]=[CH:71][CH:72]=3)[CH2:65][C:66]=2[O:67][CH2:1][CH3:3])[NH:47][C:48]([NH:50][C:51]2[CH:56]=[CH:55][CH:54]=[C:53]([C:57]([F:60])([F:59])[F:58])[CH:52]=2)=[O:49])=[CH:42][CH:41]=1)#[N:39], predict the reactants needed to synthesize it. The reactants are: [C:1]([C:3]1C=CC(C(C2C(=O)CC(C(F)(F)F)CC=2OCC)NC(NC2C=CC=C(C(F)(F)F)C=2)=O)=CC=1)#N.[C:38]([C:40]1[CH:45]=[CH:44][C:43]([CH:46]([C:61]2[C:66](=[O:67])[CH2:65][CH:64]([C:68]3[S:69][CH:70]=[CH:71][CH:72]=3)[CH2:63][C:62]=2[OH:73])[NH:47][C:48]([NH:50][C:51]2[CH:56]=[CH:55][CH:54]=[C:53]([C:57]([F:60])([F:59])[F:58])[CH:52]=2)=[O:49])=[CH:42][CH:41]=1)#[N:39]. (3) Given the product [Cl:31][C:16]1[C:17]([NH:21][C:22](=[O:30])[CH2:23][CH:24]2[CH2:25][CH2:26][CH2:27][CH2:28][CH2:29]2)=[C:18]2[C:13](=[CH:14][CH:15]=1)[N:12]=[C:11]([NH:10][CH2:9][CH2:8][CH2:7][C:6]([OH:32])=[O:5])[CH:20]=[CH:19]2, predict the reactants needed to synthesize it. The reactants are: CC([O:5][C:6](=[O:32])[CH2:7][CH2:8][CH2:9][NH:10][C:11]1[CH:20]=[CH:19][C:18]2[C:13](=[CH:14][CH:15]=[C:16]([Cl:31])[C:17]=2[NH:21][C:22](=[O:30])[CH2:23][CH:24]2[CH2:29][CH2:28][CH2:27][CH2:26][CH2:25]2)[N:12]=1)(C)C.FC(F)(F)C(O)=O. (4) Given the product [F:33][C:34]([F:38])([F:37])[CH2:35][O:15][C:12]1[C:11](=[O:16])[N:10]([C:17]2[CH:32]=[CH:31][C:20]3[NH:21][CH:22]=[N:23][C:19]=3[CH:18]=2)[CH:9]([C:3]2[CH:4]=[CH:5][CH:6]=[C:7]([F:8])[C:2]=2[F:1])[C:13]=1[CH3:14], predict the reactants needed to synthesize it. The reactants are: [F:1][C:2]1[C:7]([F:8])=[CH:6][CH:5]=[CH:4][C:3]=1[CH:9]1[C:13]([CH3:14])=[C:12]([OH:15])[C:11](=[O:16])[N:10]1[C:17]1[CH:32]=[CH:31][C:20]2[N:21](C(OC(C)(C)C)=O)[CH:22]=[N:23][C:19]=2[CH:18]=1.[F:33][C:34]([F:38])([F:37])[CH2:35]I. (5) Given the product [Cl:1][C:2]1[CH:3]=[C:4]2[C:13](=[CH:14][CH:15]=1)[CH:12]=[CH:11][C:10]1[CH:9]=[CH:8][C:7]([C:16]([CH:18]3[CH2:19][CH2:20]3)=[O:17])=[CH:6][C:5]2=1, predict the reactants needed to synthesize it. The reactants are: [Cl:1][C:2]1[CH:3]=[C:4]2[C:13](=[CH:14][CH:15]=1)[CH:12]=[CH:11][C:10]1[CH:9]=[CH:8][C:7]([CH:16]([CH:18]3[CH2:20][CH2:19]3)[OH:17])=[CH:6][C:5]2=1.C1COCC1.CC(OI1(OC(C)=O)(OC(C)=O)OC(=O)C2C=CC=CC1=2)=O. (6) The reactants are: [CH2:1]([O:8][C:9]1[CH:14]=[CH:13][C:12]([NH:15][C:16](=[O:28])[NH:17][CH2:18][CH2:19][NH:20]C(=O)OC(C)(C)C)=[CH:11][CH:10]=1)[C:2]1[CH:7]=[CH:6][CH:5]=[CH:4][CH:3]=1.[ClH:29]. Given the product [ClH:29].[NH2:20][CH2:19][CH2:18][NH:17][C:16]([NH:15][C:12]1[CH:13]=[CH:14][C:9]([O:8][CH2:1][C:2]2[CH:7]=[CH:6][CH:5]=[CH:4][CH:3]=2)=[CH:10][CH:11]=1)=[O:28], predict the reactants needed to synthesize it. (7) Given the product [C:31]([NH:34][NH:35][C:27]([C:19]1[C:18]2[C:13](=[CH:14][CH:15]=[C:16]([F:30])[CH:17]=2)[N:12]=[C:11]([CH:9]([NH:8][C:6](=[O:7])[O:5][C:1]([CH3:2])([CH3:3])[CH3:4])[CH3:10])[C:20]=1[C:21]1[CH:26]=[CH:25][CH:24]=[CH:23][N:22]=1)=[O:28])(=[O:33])[CH3:32], predict the reactants needed to synthesize it. The reactants are: [C:1]([O:5][C:6]([NH:8][CH:9]([C:11]1[C:20]([C:21]2[CH:26]=[CH:25][CH:24]=[CH:23][N:22]=2)=[C:19]([C:27](O)=[O:28])[C:18]2[C:13](=[CH:14][CH:15]=[C:16]([F:30])[CH:17]=2)[N:12]=1)[CH3:10])=[O:7])([CH3:4])([CH3:3])[CH3:2].[C:31]([NH:34][NH2:35])(=[O:33])[CH3:32].Cl.CN(C)CCCN=C=NCC.N1C2C(=NC=CC=2)N(O)N=1.C(=O)(O)[O-].[Na+].